Dataset: Catalyst prediction with 721,799 reactions and 888 catalyst types from USPTO. Task: Predict which catalyst facilitates the given reaction. (1) Reactant: [CH:1]1([C:4]([N:6]2[CH2:10][CH2:9][C@@H:8]([CH2:11][NH:12][C:13]3[C:20]([N+:21]([O-])=O)=[CH:19][CH:18]=[CH:17][C:14]=3[C:15]#[N:16])[CH2:7]2)=[O:5])[CH2:3][CH2:2]1. Product: [NH2:21][C:20]1[C:13]([NH:12][CH2:11][C@@H:8]2[CH2:9][CH2:10][N:6]([C:4]([CH:1]3[CH2:2][CH2:3]3)=[O:5])[CH2:7]2)=[C:14]([CH:17]=[CH:18][CH:19]=1)[C:15]#[N:16]. The catalyst class is: 29. (2) Reactant: C(OC(=O)[NH:7][C@H:8]1[CH2:13][CH2:12][CH2:11][NH:10][CH2:9]1)(C)(C)C.[CH2:15]([O:22][C:23]1[CH:30]=[CH:29][C:26]([CH2:27][Cl:28])=[CH:25][CH:24]=1)[C:16]1[CH:21]=[CH:20][CH:19]=[CH:18][CH:17]=1.[C:31]([O-:34])([O-])=O.[K+].[K+].[Na+].[I-]. Product: [Cl-:28].[NH2:7][C@H:8]1[CH2:13][CH2:12][CH2:11][N+:10]([CH2:15][C:16]2[CH:17]=[CH:18][C:19]([O:34][CH2:31][C:24]3[CH:23]=[CH:30][CH:29]=[CH:26][CH:25]=3)=[CH:20][CH:21]=2)([CH2:27][C:26]2[CH:29]=[CH:30][C:23]([O:22][CH2:15][C:16]3[CH:21]=[CH:20][CH:19]=[CH:18][CH:17]=3)=[CH:24][CH:25]=2)[CH2:9]1. The catalyst class is: 16. (3) Reactant: [F:1][C:2]1[CH:3]=[CH:4][C:5]([N+:9]([O-])=O)=[C:6]([OH:8])[CH:7]=1.[Sn](Cl)Cl.[C:15](=[O:18])(O)[O-].[Na+]. Product: [OH:8][C:6]1[CH:7]=[C:2]([F:1])[CH:3]=[CH:4][C:5]=1[NH:9][C:15]([NH:9][C:5]1[CH:6]=[CH:7][CH:2]=[CH:3][CH:4]=1)=[O:18]. The catalyst class is: 8. (4) Reactant: [Si]([O:8][CH2:9][CH2:10][N:11]1[CH:19]=[C:18]2[C:13]([CH2:14][CH2:15][C:16]3[C:22]4=[C:23]([NH:27][C:28]5[CH:33]=[CH:32][C:31]([O:34][CH2:35][C:36]6[CH:41]=[CH:40][CH:39]=[C:38]([F:42])[CH:37]=6)=[C:30]([Cl:43])[CH:29]=5)[N:24]=[CH:25][N:26]=[C:21]4[S:20][C:17]=32)=[N:12]1)(C(C)(C)C)(C)C.Cl. Product: [Cl:43][C:30]1[CH:29]=[C:28]([NH:27][C:23]2[C:22]3[C:16]4[CH2:15][CH2:14][C:13]5[C:18](=[CH:19][N:11]([CH2:10][CH2:9][OH:8])[N:12]=5)[C:17]=4[S:20][C:21]=3[N:26]=[CH:25][N:24]=2)[CH:33]=[CH:32][C:31]=1[O:34][CH2:35][C:36]1[CH:41]=[CH:40][CH:39]=[C:38]([F:42])[CH:37]=1. The catalyst class is: 1. (5) Reactant: [OH:1][C:2]1[C:10]([C:11]([OH:13])=[O:12])=[CH:9][CH:8]=[CH:7][C:3]=1[C:4]([OH:6])=[O:5].[CH2:14](Cl)[C:15]1[CH:20]=[CH:19][CH:18]=[CH:17][CH:16]=1.C([O-])([O-])=O.[K+].[K+]. Product: [CH2:14]([O:1][C:2]1[C:10]([C:11]([O:13][CH2:4][C:3]2[CH:7]=[CH:8][CH:9]=[CH:10][CH:2]=2)=[O:12])=[CH:9][CH:8]=[CH:7][C:3]=1[C:4]([O:6][CH2:14][C:15]1[CH:20]=[CH:19][CH:18]=[CH:17][CH:16]=1)=[O:5])[C:15]1[CH:20]=[CH:19][CH:18]=[CH:17][CH:16]=1. The catalyst class is: 9. (6) Reactant: [F:1][C:2]1[CH:10]=[C:9]2[C:5]([C:6]([CH:11]=O)=[CH:7][NH:8]2)=[CH:4][CH:3]=1.[H-].[Al+3].[Li+].[H-].[H-].[H-]. Product: [F:1][C:2]1[CH:10]=[C:9]2[C:5]([C:6]([CH3:11])=[CH:7][NH:8]2)=[CH:4][CH:3]=1. The catalyst class is: 7. (7) Reactant: Cl[CH2:2][CH2:3][O:4][CH2:5][C:6]([NH:8][C:9]1[CH:14]=[CH:13][C:12]([C:15]#[N:16])=[CH:11][CH:10]=1)=[O:7].C(=O)([O-])[O-].[Cs+].[Cs+]. Product: [O:7]=[C:6]1[CH2:5][O:4][CH2:3][CH2:2][N:8]1[C:9]1[CH:14]=[CH:13][C:12]([C:15]#[N:16])=[CH:11][CH:10]=1. The catalyst class is: 10. (8) Reactant: [F:1][C:2]([F:21])([F:20])[C:3]1[CH:8]=[CH:7][C:6]([C@:9]23[CH2:14][C@H:13]2[CH2:12][N:11]([CH:15]([CH3:19])[CH2:16][CH2:17]O)[CH2:10]3)=[CH:5][CH:4]=1.S(Cl)([Cl:24])=O.[OH-].[Na+].ClCCl. Product: [Cl:24][CH2:17][CH2:16][CH:15]([N:11]1[CH2:12][C@H:13]2[C@:9]([C:6]3[CH:7]=[CH:8][C:3]([C:2]([F:21])([F:20])[F:1])=[CH:4][CH:5]=3)([CH2:14]2)[CH2:10]1)[CH3:19]. The catalyst class is: 22. (9) Reactant: C[O:2][C:3]1[CH:8]=[CH:7][CH:6]=[CH:5][C:4]=1[C:9]1[N:18]=[C:17]([NH:19][C@H:20]2[CH2:24][CH2:23][N:22](C(OC(C)(C)C)=O)[CH2:21]2)[C:16]2[C:11](=[CH:12][CH:13]=[CH:14][CH:15]=2)[N:10]=1.[H-].[Na+].I[CH3:35].O. Product: [CH3:35][N:19]([C@H:20]1[CH2:24][CH2:23][NH:22][CH2:21]1)[C:17]1[C:16]2[C:11](=[CH:12][CH:13]=[CH:14][CH:15]=2)[N:10]=[C:9]([C:4]2[CH:5]=[CH:6][CH:7]=[CH:8][C:3]=2[OH:2])[N:18]=1. The catalyst class is: 3. (10) Reactant: [NH2:1][C:2]1[CH:10]=[CH:9][C:8]([Cl:11])=[CH:7][C:3]=1[C:4]([NH2:6])=[O:5].[C:12]1([CH2:18][CH2:19][CH2:20][C:21](OC)=O)[CH:17]=[CH:16][CH:15]=[CH:14][CH:13]=1.CC[O-].[Na+].CC(O)=O.O. Product: [Cl:11][C:8]1[CH:7]=[C:3]2[C:2](=[CH:10][CH:9]=1)[N:1]=[C:21]([CH2:20][CH2:19][CH2:18][C:12]1[CH:17]=[CH:16][CH:15]=[CH:14][CH:13]=1)[N:6]=[C:4]2[OH:5]. The catalyst class is: 8.